Dataset: Peptide-MHC class II binding affinity with 134,281 pairs from IEDB. Task: Regression. Given a peptide amino acid sequence and an MHC pseudo amino acid sequence, predict their binding affinity value. This is MHC class II binding data. The peptide sequence is YAKMRSAHTNDVKQL. The MHC is DRB1_0101 with pseudo-sequence DRB1_0101. The binding affinity (normalized) is 0.649.